Dataset: Forward reaction prediction with 1.9M reactions from USPTO patents (1976-2016). Task: Predict the product of the given reaction. (1) Given the reactants [CH3:1][O:2][C:3](=[O:23])[CH:4]([N:14](C(OC(C)(C)C)=O)[CH3:15])[CH2:5][O:6][CH2:7][C:8]1[CH:13]=[CH:12][CH:11]=[CH:10][CH:9]=1.[ClH:24], predict the reaction product. The product is: [ClH:24].[CH3:1][O:2][C:3](=[O:23])[CH:4]([NH:14][CH3:15])[CH2:5][O:6][CH2:7][C:8]1[CH:13]=[CH:12][CH:11]=[CH:10][CH:9]=1. (2) The product is: [OH:35][CH:34]([CH:31]1[CH2:32][CH2:33][CH:28]([O:27][CH3:26])[CH2:29][CH2:30]1)[CH:6]1[C:5](=[O:8])[C:4]([C:9]2[C:14]([CH3:15])=[CH:13][C:12]([CH3:16])=[CH:11][C:10]=2[CH3:17])=[C:3]([O:2][CH3:1])[CH2:7]1. Given the reactants [CH3:1][O:2][C:3]1[CH2:7][CH2:6][C:5](=[O:8])[C:4]=1[C:9]1[C:14]([CH3:15])=[CH:13][C:12]([CH3:16])=[CH:11][C:10]=1[CH3:17].C([N-]C(C)C)(C)C.[Li+].[CH3:26][O:27][CH:28]1[CH2:33][CH2:32][CH:31]([CH:34]=[O:35])[CH2:30][CH2:29]1.Cl, predict the reaction product. (3) Given the reactants [CH:1]1([NH:7][CH2:8][CH:9]([C:11]2[CH:16]=[C:15]([F:17])[CH:14]=[CH:13][C:12]=2[F:18])[NH2:10])[CH2:6][CH2:5][CH2:4][CH2:3][CH2:2]1.[C:19]([O:23][C:24](=[O:37])[NH:25][CH2:26][CH2:27][CH:28]([N:30]1[CH2:35][CH2:34][C:33](=O)[CH2:32][CH2:31]1)[CH3:29])([CH3:22])([CH3:21])[CH3:20], predict the reaction product. The product is: [C:19]([O:23][C:24](=[O:37])[NH:25][CH2:26][CH2:27][CH:28]([N:30]1[CH2:35][CH2:34][CH:33]([NH:10][CH:9]([C:11]2[CH:16]=[C:15]([F:17])[CH:14]=[CH:13][C:12]=2[F:18])[CH2:8][NH:7][CH:1]2[CH2:2][CH2:3][CH2:4][CH2:5][CH2:6]2)[CH2:32][CH2:31]1)[CH3:29])([CH3:20])([CH3:21])[CH3:22]. (4) Given the reactants [O:1]=[C:2]1[C:10](=[O:11])[C:9]2[C:4](=[CH:5][CH:6]=[CH:7][CH:8]=2)[N:3]1[CH:12]([CH2:16][CH:17]([CH3:19])[CH3:18])[C:13]([OH:15])=O.[N:20]1[CH:25]=[CH:24][CH:23]=[CH:22][C:21]=1[NH2:26].C(N(CC)C(C)C)(C)C.F[P-](F)(F)(F)(F)F.N1(O[P+](N(C)C)(N(C)C)N(C)C)C2C=CC=CC=2N=N1, predict the reaction product. The product is: [N:20]1[CH:25]=[CH:24][CH:23]=[CH:22][C:21]=1[NH:26][C:13](=[O:15])[CH:12]([N:3]1[C:4]2[C:9](=[CH:8][CH:7]=[CH:6][CH:5]=2)[C:10](=[O:11])[C:2]1=[O:1])[CH2:16][CH:17]([CH3:19])[CH3:18]. (5) Given the reactants [CH2:1]([N:8]1[C:12]([C@H:13]([N:18]([CH2:26][C@H:27]2[C@@H:31]([F:32])[CH2:30][N:29](C(OCC3C=CC=CC=3)=O)[CH2:28]2)[C:19]([C@@H:21]2[CH2:25][CH2:24][CH2:23][O:22]2)=[O:20])[C:14]([CH3:17])([CH3:16])[CH3:15])=[N:11][C:10]([C:43]2[CH:48]=[C:47]([F:49])[CH:46]=[CH:45][C:44]=2[F:50])=[N:9]1)[C:2]1[CH:7]=[CH:6][CH:5]=[CH:4][CH:3]=1, predict the reaction product. The product is: [CH2:1]([N:8]1[C:12]([C@H:13]([N:18]([CH2:26][C@H:27]2[C@@H:31]([F:32])[CH2:30][NH:29][CH2:28]2)[C:19]([C@@H:21]2[CH2:25][CH2:24][CH2:23][O:22]2)=[O:20])[C:14]([CH3:17])([CH3:16])[CH3:15])=[N:11][C:10]([C:43]2[CH:48]=[C:47]([F:49])[CH:46]=[CH:45][C:44]=2[F:50])=[N:9]1)[C:2]1[CH:3]=[CH:4][CH:5]=[CH:6][CH:7]=1. (6) Given the reactants [Cl:1][C:2]1[CH:7]=[CH:6][CH:5]=[C:4]([F:8])[C:3]=1[C:9]1[CH:10]=[C:11]2[C:15](=[CH:16][CH:17]=1)[NH:14][CH:13]=[CH:12]2.[I:18]I, predict the reaction product. The product is: [Cl:1][C:2]1[CH:7]=[CH:6][CH:5]=[C:4]([F:8])[C:3]=1[C:9]1[CH:10]=[C:11]2[C:15](=[CH:16][CH:17]=1)[NH:14][CH:13]=[C:12]2[I:18]. (7) Given the reactants Br[C:2]1[N:6]([CH3:7])[N:5]=[CH:4][C:3]=1[C:8]1[N:9]=[C:10]([CH3:19])[N:11]2[C:16]=1[C:15]([NH:17][CH3:18])=[N:14][CH:13]=[N:12]2.[F:20][C:21]([F:32])([F:31])[C:22]1[CH:27]=[CH:26][C:25](B(O)O)=[CH:24][CH:23]=1.C(=O)([O-])[O-].[Na+].[Na+], predict the reaction product. The product is: [CH3:18][NH:17][C:15]1[C:16]2=[C:8]([C:3]3[CH:4]=[N:5][N:6]([CH3:7])[C:2]=3[C:25]3[CH:26]=[CH:27][C:22]([C:21]([F:32])([F:31])[F:20])=[CH:23][CH:24]=3)[N:9]=[C:10]([CH3:19])[N:11]2[N:12]=[CH:13][N:14]=1. (8) Given the reactants CS(O[C@H:6]([CH3:28])[CH2:7][O:8]C(C1C=CC=CC=1)(C1C=CC=CC=1)C1C=CC=CC=1)(=O)=O.Cl.[CH:30]12[NH:36][CH:33]([CH2:34][CH2:35]1)[CH2:32][CH2:31]2, predict the reaction product. The product is: [CH:33]12[N:36]([C@@H:6]([CH3:28])[CH2:7][OH:8])[CH:30]([CH2:35][CH2:34]1)[CH2:31][CH2:32]2. (9) Given the reactants [Br:1][C:2]1[CH:10]=[C:9]2[C:5]([C:6](=[O:12])C(=O)[NH:8]2)=[CH:4][C:3]=1[F:13].[OH-:14].[Na+].OO.Cl, predict the reaction product. The product is: [NH2:8][C:9]1[CH:10]=[C:2]([Br:1])[C:3]([F:13])=[CH:4][C:5]=1[C:6]([OH:12])=[O:14]. (10) Given the reactants Br[C:2]1[CH:3]=[C:4]([C:16]([NH:18][CH2:19][C:20]2[C:21](=[O:28])[NH:22][C:23]([CH3:27])=[CH:24][C:25]=2[CH3:26])=[O:17])[C:5]2[CH:6]=[N:7][N:8]([CH:11]3[CH2:15][CH2:14][CH2:13][CH2:12]3)[C:9]=2[CH:10]=1.[CH3:29][N:30]1[CH2:35][CH2:34][N:33]([C:36]2[N:41]=[CH:40][C:39](B3OC(C)(C)C(C)(C)O3)=[CH:38][N:37]=2)[CH2:32][CH2:31]1.C([O-])([O-])=O.[Na+].[Na+].COCCOC, predict the reaction product. The product is: [CH:11]1([N:8]2[C:9]3[CH:10]=[C:2]([C:39]4[CH:38]=[N:37][C:36]([N:33]5[CH2:34][CH2:35][N:30]([CH3:29])[CH2:31][CH2:32]5)=[N:41][CH:40]=4)[CH:3]=[C:4]([C:16]([NH:18][CH2:19][C:20]4[C:21](=[O:28])[NH:22][C:23]([CH3:27])=[CH:24][C:25]=4[CH3:26])=[O:17])[C:5]=3[CH:6]=[N:7]2)[CH2:15][CH2:14][CH2:13][CH2:12]1.